Dataset: CYP2C19 inhibition data for predicting drug metabolism from PubChem BioAssay. Task: Regression/Classification. Given a drug SMILES string, predict its absorption, distribution, metabolism, or excretion properties. Task type varies by dataset: regression for continuous measurements (e.g., permeability, clearance, half-life) or binary classification for categorical outcomes (e.g., BBB penetration, CYP inhibition). Dataset: cyp2c19_veith. (1) The molecule is O=C(O)C[n+]1ccccc1.c1ccncc1. The result is 0 (non-inhibitor). (2) The result is 1 (inhibitor). The molecule is COc1cccc(-c2ccc3ncnc(NC4CC4)c3c2)c1.